Predict the reaction yield, written as a fraction of the theoretical maximum amount of product (1.0 means a 100% yield; for example, 0.34 means a 34% yield). From a dataset of Reaction yield outcomes from USPTO patents with 853,638 reactions. (1) The reactants are [NH:1]([C:8]1[N:17]=[CH:16][CH:15]=[CH:14][C:9]=1[C:10]([NH:12][NH2:13])=[O:11])[C:2]1[CH:7]=[CH:6][CH:5]=[CH:4][CH:3]=1.[F:18][C:19]([F:29])([F:28])[C:20]1[CH:21]=[C:22]([CH:25]=[CH:26][CH:27]=1)[CH:23]=O.O. The catalyst is CCO. The product is [F:18][C:19]([F:28])([F:29])[C:20]1[CH:21]=[C:22]([CH:25]=[CH:26][CH:27]=1)[CH:23]=[N:13][NH:12][C:10]([C:9]1[C:8]([NH:1][C:2]2[CH:3]=[CH:4][CH:5]=[CH:6][CH:7]=2)=[N:17][CH:16]=[CH:15][CH:14]=1)=[O:11]. The yield is 0.850. (2) The reactants are C([Sn](=O)CCCC)CCC.C[Si]([N:15]=[N+:16]=[N-:17])(C)C.[Cl:18][C:19]1[CH:24]=[CH:23][C:22]([C:25]2[N:26]=[C:27]([CH2:47][C:48]#[N:49])[C:28]([C:38]([NH:40][N:41]3[CH2:46][CH2:45][CH2:44][CH2:43][CH2:42]3)=[O:39])=[N:29][C:30]=2[C:31]2[CH:36]=[CH:35][C:34]([Cl:37])=[CH:33][CH:32]=2)=[CH:21][CH:20]=1. The catalyst is C1(C)C=CC=CC=1. The product is [Cl:18][C:19]1[CH:24]=[CH:23][C:22]([C:25]2[N:26]=[C:27]([CH2:47][C:48]3[N:15]=[N:16][NH:17][N:49]=3)[C:28]([C:38]([NH:40][N:41]3[CH2:46][CH2:45][CH2:44][CH2:43][CH2:42]3)=[O:39])=[N:29][C:30]=2[C:31]2[CH:32]=[CH:33][C:34]([Cl:37])=[CH:35][CH:36]=2)=[CH:21][CH:20]=1. The yield is 0.230. (3) The reactants are [Cl:1][C:2]1[CH:3]=[C:4]([C:20]2[CH:25]=[CH:24][C:23]([CH2:26][C@@H:27]3[CH2:31][CH2:30][N:29]([N:32]4[CH2:37][CH2:36][CH:35]([O:38][Si](C(C)C)(C(C)C)C(C)C)[CH2:34][CH2:33]4)[C:28]3=[O:49])=[CH:22][CH:21]=2)[CH:5]=[CH:6][C:7]=1[C:8]([N:10]1[CH2:15][CH2:14][CH:13]([C:16]([F:19])([F:18])[F:17])[CH2:12][CH2:11]1)=[O:9].C1COCC1.O.C(O)(C(F)(F)F)=O. The catalyst is C(OCC)(=O)C. The product is [Cl:1][C:2]1[CH:3]=[C:4]([C:20]2[CH:21]=[CH:22][C:23]([CH2:26][C@@H:27]3[CH2:31][CH2:30][N:29]([N:32]4[CH2:33][CH2:34][CH:35]([OH:38])[CH2:36][CH2:37]4)[C:28]3=[O:49])=[CH:24][CH:25]=2)[CH:5]=[CH:6][C:7]=1[C:8]([N:10]1[CH2:11][CH2:12][CH:13]([C:16]([F:18])([F:19])[F:17])[CH2:14][CH2:15]1)=[O:9]. The yield is 0.530. (4) The reactants are [Cl:1][C:2]1[CH:19]=[C:18]([CH2:20][CH2:21][OH:22])[CH:17]=[C:16]([Cl:23])[C:3]=1[O:4][C:5]1[CH:6]=[C:7]([CH:13]([CH3:15])[CH3:14])[C:8](=[O:12])[N:9]([CH3:11])[N:10]=1.CC(C)=[O:26].OS(O)(=O)=O.O=[Cr](=O)=O. The catalyst is CC(C)=O. The product is [Cl:1][C:2]1[CH:19]=[C:18]([CH2:20][C:21]([OH:26])=[O:22])[CH:17]=[C:16]([Cl:23])[C:3]=1[O:4][C:5]1[CH:6]=[C:7]([CH:13]([CH3:15])[CH3:14])[C:8](=[O:12])[N:9]([CH3:11])[N:10]=1. The yield is 0.190. (5) The reactants are [NH2:1][C:2]1[NH:3][C:4](=O)[C:5]2[CH2:10][CH:9]([CH3:11])[CH2:8][C:6]=2[N:7]=1.P(Cl)(Cl)([Cl:15])=O. No catalyst specified. The product is [Cl:15][C:4]1[C:5]2[CH2:10][CH:9]([CH3:11])[CH2:8][C:6]=2[N:7]=[C:2]([NH2:1])[N:3]=1. The yield is 0.340.